Dataset: Reaction yield outcomes from USPTO patents with 853,638 reactions. Task: Predict the reaction yield, written as a fraction of the theoretical maximum amount of product (1.0 means a 100% yield; for example, 0.34 means a 34% yield). (1) The reactants are [C:1]([Si:5]([O:8][CH2:9][CH2:10][O:11][C:12]1[CH:17]=[CH:16][C:15]([N+:18]([O-])=O)=[C:14]([O:21][CH3:22])[CH:13]=1)([CH3:7])[CH3:6])([CH3:4])([CH3:3])[CH3:2]. The catalyst is C(OCC)(=O)C.[Pd]. The product is [C:1]([Si:5]([CH3:7])([CH3:6])[O:8][CH2:9][CH2:10][O:11][C:12]1[CH:17]=[CH:16][C:15]([NH2:18])=[C:14]([O:21][CH3:22])[CH:13]=1)([CH3:4])([CH3:3])[CH3:2]. The yield is 0.990. (2) The yield is 0.565. The catalyst is C1COCC1.O.CCOC(C)=O. The product is [CH2:19]([O:18][C:16]([NH:11][C@H:10]([CH2:9][O:8][Si:1]([C:4]([CH3:7])([CH3:5])[CH3:6])([CH3:3])[CH3:2])[CH2:14][CH2:13][C:12]([N:62]1[CH2:61][CH2:60][N:59]([C:52]([O:54][C:55]([CH3:58])([CH3:57])[CH3:56])=[O:53])[CH2:64][CH2:63]1)=[O:15])=[O:17])[C:20]1[CH:25]=[CH:24][CH:23]=[CH:22][CH:21]=1. The reactants are [Si:1]([O:8][CH2:9][C@@H:10]1[CH2:14][CH2:13][C:12](=[O:15])[N:11]1[C:16]([O:18][CH2:19][C:20]1[CH:25]=[CH:24][CH:23]=[CH:22][CH:21]=1)=[O:17])([C:4]([CH3:7])([CH3:6])[CH3:5])([CH3:3])[CH3:2].[Li+].[OH-].CN(C(ON1N=NC2C=CC=CC1=2)=[N+](C)C)C.F[P-](F)(F)(F)(F)F.[C:52]([N:59]1[CH2:64][CH2:63][NH:62][CH2:61][CH2:60]1)([O:54][C:55]([CH3:58])([CH3:57])[CH3:56])=[O:53]. (3) The reactants are [F:1][C:2]1[CH:9]=[CH:8][C:5]([CH2:6][NH2:7])=[CH:4][CH:3]=1.CN(C(ON1N=NC2C=CC=NC1=2)=[N+](C)C)C.F[P-](F)(F)(F)(F)F.CCN(CC)CC.[CH3:41][O:42][C:43]1[C:52]([C:53](O)=[O:54])=[C:51]([CH3:56])[C:50]2[C:45](=[CH:46][C:47]([C:57]([F:60])([F:59])[F:58])=[CH:48][CH:49]=2)[N:44]=1. The product is [F:1][C:2]1[CH:9]=[CH:8][C:5]([CH2:6][NH:7][C:53]([C:52]2[C:43]([O:42][CH3:41])=[N:44][C:45]3[C:50]([C:51]=2[CH3:56])=[CH:49][CH:48]=[C:47]([C:57]([F:59])([F:60])[F:58])[CH:46]=3)=[O:54])=[CH:4][CH:3]=1. The catalyst is C1COCC1.CCOC(C)=O. The yield is 0.590. (4) The reactants are CC1(C)[O:9][C:8](=[O:10])[C:5]2([CH2:7][CH2:6]2)[C:4](=[O:11])O1.[NH2:13][C:14]1[CH:21]=[CH:20][C:17]([C:18]#[N:19])=[CH:16][CH:15]=1. The catalyst is C(O)C. The product is [C:18]([C:17]1[CH:20]=[CH:21][C:14]([N:13]2[CH2:6][CH2:7][CH:5]([C:8]([OH:9])=[O:10])[C:4]2=[O:11])=[CH:15][CH:16]=1)#[N:19]. The yield is 0.360. (5) The reactants are [Cl:1][C:2]1[CH:7]=[CH:6][C:5]([C:8]2[C:12]([CH2:13][O:14][C:15]3[CH:23]=[CH:22][C:18]([C:19]([OH:21])=O)=[CH:17][N:16]=3)=[CH:11][O:10][N:9]=2)=[CH:4][CH:3]=1.[NH2:24][CH2:25][C:26]([CH3:30])([CH3:29])[CH2:27][OH:28]. No catalyst specified. The product is [Cl:1][C:2]1[CH:3]=[CH:4][C:5]([C:8]2[C:12]([CH2:13][O:14][C:15]3[CH:23]=[CH:22][C:18]([C:19]([NH:24][CH2:25][C:26]([CH3:30])([CH3:29])[CH2:27][OH:28])=[O:21])=[CH:17][N:16]=3)=[CH:11][O:10][N:9]=2)=[CH:6][CH:7]=1. The yield is 0.600.